This data is from NCI-60 drug combinations with 297,098 pairs across 59 cell lines. The task is: Regression. Given two drug SMILES strings and cell line genomic features, predict the synergy score measuring deviation from expected non-interaction effect. (1) Drug 1: CC=C1C(=O)NC(C(=O)OC2CC(=O)NC(C(=O)NC(CSSCCC=C2)C(=O)N1)C(C)C)C(C)C. Drug 2: C1=NC(=NC(=O)N1C2C(C(C(O2)CO)O)O)N. Cell line: IGROV1. Synergy scores: CSS=48.8, Synergy_ZIP=-2.66, Synergy_Bliss=-2.74, Synergy_Loewe=-15.3, Synergy_HSA=-1.44. (2) Drug 1: COC1=C(C=C2C(=C1)N=CN=C2NC3=CC(=C(C=C3)F)Cl)OCCCN4CCOCC4. Drug 2: CN(CC1=CN=C2C(=N1)C(=NC(=N2)N)N)C3=CC=C(C=C3)C(=O)NC(CCC(=O)O)C(=O)O. Cell line: HCT116. Synergy scores: CSS=62.0, Synergy_ZIP=2.13, Synergy_Bliss=3.49, Synergy_Loewe=-16.6, Synergy_HSA=5.35. (3) Drug 1: CCC1(CC2CC(C3=C(CCN(C2)C1)C4=CC=CC=C4N3)(C5=C(C=C6C(=C5)C78CCN9C7C(C=CC9)(C(C(C8N6C=O)(C(=O)OC)O)OC(=O)C)CC)OC)C(=O)OC)O.OS(=O)(=O)O. Drug 2: C#CCC(CC1=CN=C2C(=N1)C(=NC(=N2)N)N)C3=CC=C(C=C3)C(=O)NC(CCC(=O)O)C(=O)O. Cell line: A498. Synergy scores: CSS=42.9, Synergy_ZIP=3.32, Synergy_Bliss=1.83, Synergy_Loewe=-18.6, Synergy_HSA=-0.502. (4) Drug 1: C1C(C(OC1N2C=NC3=C(N=C(N=C32)Cl)N)CO)O. Drug 2: CNC(=O)C1=NC=CC(=C1)OC2=CC=C(C=C2)NC(=O)NC3=CC(=C(C=C3)Cl)C(F)(F)F. Cell line: SK-MEL-5. Synergy scores: CSS=11.4, Synergy_ZIP=-5.55, Synergy_Bliss=-2.11, Synergy_Loewe=-32.5, Synergy_HSA=-2.16. (5) Drug 1: C1=CC(=CC=C1CCC2=CNC3=C2C(=O)NC(=N3)N)C(=O)NC(CCC(=O)O)C(=O)O. Drug 2: CN(C(=O)NC(C=O)C(C(C(CO)O)O)O)N=O. Cell line: COLO 205. Synergy scores: CSS=12.2, Synergy_ZIP=-7.28, Synergy_Bliss=-16.3, Synergy_Loewe=-34.7, Synergy_HSA=-14.4.